This data is from Full USPTO retrosynthesis dataset with 1.9M reactions from patents (1976-2016). The task is: Predict the reactants needed to synthesize the given product. (1) The reactants are: [CH3:1][N:2]1[C:6]2=[N:7][CH:8]=[CH:9][C:10]([C:11]3[CH:16]=[CH:15][CH:14]=[CH:13][CH:12]=3)=[C:5]2[C:4]([CH:17]=O)=[CH:3]1.[OH:19][C:20]1[CH:28]=[C:27]([OH:29])[CH:26]=[C:25]2[C:21]=1[CH2:22][C:23](=O)[O:24]2.Cl.C([OH:34])C. Given the product [OH:19][C:20]1[C:21]2[C:22](=[O:34])/[C:23](=[CH:17]/[C:4]3[C:5]4[C:6](=[N:7][CH:8]=[CH:9][C:10]=4[C:11]4[CH:12]=[CH:13][CH:14]=[CH:15][CH:16]=4)[N:2]([CH3:1])[CH:3]=3)/[O:24][C:25]=2[CH:26]=[C:27]([OH:29])[CH:28]=1, predict the reactants needed to synthesize it. (2) Given the product [Cl:17][C:18]1[CH:23]=[CH:22][C:21]([NH:24][C:25]([C:27]2[CH:32]=[CH:31][C:30]([C:33]3[CH:34]=[CH:35][CH:36]=[CH:37][CH:38]=3)=[CH:29][CH:28]=2)=[O:26])=[CH:20][C:19]=1[N:39]1[CH2:48][C:47]2[C:42](=[N:43][C:44]([NH:13][C:10]3[CH:9]=[CH:8][C:7]([O:6][CH2:5][CH2:4][N:3]([CH2:1][CH3:2])[CH2:14][CH3:15])=[CH:12][CH:11]=3)=[N:45][CH:46]=2)[N:41]([CH3:53])[C:40]1=[O:54], predict the reactants needed to synthesize it. The reactants are: [CH2:1]([N:3]([CH2:14][CH3:15])[CH2:4][CH2:5][O:6][C:7]1[CH:12]=[CH:11][C:10]([NH2:13])=[CH:9][CH:8]=1)[CH3:2].Cl.[Cl:17][C:18]1[CH:23]=[CH:22][C:21]([NH:24][C:25]([C:27]2[CH:32]=[CH:31][C:30]([C:33]3[CH:38]=[CH:37][CH:36]=[CH:35][CH:34]=3)=[CH:29][CH:28]=2)=[O:26])=[CH:20][C:19]=1[N:39]1[CH2:48][C:47]2[C:42](=[N:43][C:44](S(C)(=O)=O)=[N:45][CH:46]=2)[N:41]([CH3:53])[C:40]1=[O:54].